Dataset: Forward reaction prediction with 1.9M reactions from USPTO patents (1976-2016). Task: Predict the product of the given reaction. (1) Given the reactants [OH:1][C:2]1[CH:10]=[C:9]([CH3:11])[CH:8]=[CH:7][C:3]=1[C:4]([OH:6])=[O:5].[Br:12]Br, predict the reaction product. The product is: [Br:12][C:8]1[C:9]([CH3:11])=[CH:10][C:2]([OH:1])=[C:3]([CH:7]=1)[C:4]([OH:6])=[O:5]. (2) Given the reactants [Cl:1][C:2]1[CH:31]=[C:30]([Cl:32])[CH:29]=[CH:28][C:3]=1[O:4][C:5]1[CH:10]=[CH:9][CH:8]=[CH:7][C:6]=1[NH:11][S:12]([C:15]1[CH:27]=[CH:26][C:18]([C:19]([NH:21][CH2:22][C:23]([OH:25])=O)=[O:20])=[CH:17][CH:16]=1)(=[O:14])=[O:13].C(OC([N:40]1[CH2:46][CH2:45][CH2:44][NH:43][CH2:42][CH2:41]1)=O)(C)(C)C, predict the reaction product. The product is: [ClH:1].[N:40]1([C:23](=[O:25])[CH2:22][NH:21][C:19](=[O:20])[C:18]2[CH:17]=[CH:16][C:15]([S:12](=[O:14])(=[O:13])[NH:11][C:6]3[CH:7]=[CH:8][CH:9]=[CH:10][C:5]=3[O:4][C:3]3[CH:28]=[CH:29][C:30]([Cl:32])=[CH:31][C:2]=3[Cl:1])=[CH:27][CH:26]=2)[CH2:46][CH2:45][CH2:44][NH:43][CH2:42][CH2:41]1. (3) Given the reactants Br[CH2:2][C:3]1[CH:8]=[CH:7][C:6]([Cl:9])=[C:5]([C:10]([F:13])([F:12])[F:11])[CH:4]=1.[C-:14]#[N:15].[Na+], predict the reaction product. The product is: [Cl:9][C:6]1[CH:7]=[CH:8][C:3]([CH2:2][C:14]#[N:15])=[CH:4][C:5]=1[C:10]([F:13])([F:12])[F:11]. (4) Given the reactants C([O:8][C:9]1[CH:10]=[C:11]2[C:16](=[CH:17][C:18]=1[O:19][CH3:20])[N:15]=[CH:14][CH:13]=[C:12]2Cl)C1C=CC=CC=1, predict the reaction product. The product is: [OH:8][C:9]1[CH:10]=[C:11]2[C:16](=[CH:17][C:18]=1[O:19][CH3:20])[N:15]=[CH:14][CH:13]=[CH:12]2. (5) Given the reactants [CH:1]1([CH2:4][N:5]2[C:13]3[C:8](=[CH:9][C:10]([CH3:38])=[CH:11][C:12]=3[CH:14]([O:16][CH2:17][C:18]3([C:31]4[CH:36]=[CH:35][C:34]([F:37])=[CH:33][CH:32]=4)[CH2:23][CH2:22][N:21]([C:24](OC(C)(C)C)=O)[CH2:20][CH2:19]3)[CH3:15])[CH:7]=[N:6]2)[CH2:3][CH2:2]1.C([BH3-])#N.[Na+].C=O, predict the reaction product. The product is: [CH:1]1([CH2:4][N:5]2[C:13]3[C:8](=[CH:9][C:10]([CH3:38])=[CH:11][C:12]=3[CH:14]([O:16][CH2:17][C:18]3([C:31]4[CH:32]=[CH:33][C:34]([F:37])=[CH:35][CH:36]=4)[CH2:19][CH2:20][N:21]([CH3:24])[CH2:22][CH2:23]3)[CH3:15])[CH:7]=[N:6]2)[CH2:2][CH2:3]1.